Dataset: Catalyst prediction with 721,799 reactions and 888 catalyst types from USPTO. Task: Predict which catalyst facilitates the given reaction. (1) Reactant: S(Cl)(Cl)=O.[CH:5]1[C:10]([CH2:11][CH2:12][CH2:13][C:14]([OH:16])=O)=[CH:9][CH:8]=[C:7]([N:17]([CH2:21][CH2:22][Cl:23])[CH2:18][CH2:19][Cl:20])[CH:6]=1.[CH3:24][N:25]([CH3:30])[CH2:26][CH2:27][CH2:28][NH2:29]. Product: [CH3:24][N:25]([CH3:30])[CH2:26][CH2:27][CH2:28][NH:29][C:14](=[O:16])[CH2:13][CH2:12][CH2:11][C:10]1[CH:5]=[CH:6][C:7]([N:17]([CH2:21][CH2:22][Cl:23])[CH2:18][CH2:19][Cl:20])=[CH:8][CH:9]=1. The catalyst class is: 4. (2) Reactant: [NH2:1][C:2](=[O:44])[CH2:3][C:4]1[CH:43]=[CH:42][CH:41]=[CH:40][C:5]=1[CH2:6][CH2:7][C:8]1[C:13]([C:14]([F:17])([F:16])[F:15])=[CH:12][N:11]=[C:10]([NH:18][C:19]2[CH:24]=[CH:23][C:22]([CH:25]3[CH2:30][CH2:29][N:28](C(OC(C)(C)C)=O)[CH2:27][CH2:26]3)=[CH:21][C:20]=2[CH2:38][CH3:39])[N:9]=1.C(O)(C(F)(F)F)=O. Product: [CH2:38]([C:20]1[CH:21]=[C:22]([CH:25]2[CH2:26][CH2:27][NH:28][CH2:29][CH2:30]2)[CH:23]=[CH:24][C:19]=1[NH:18][C:10]1[N:9]=[C:8]([CH2:7][CH2:6][C:5]2[CH:40]=[CH:41][CH:42]=[CH:43][C:4]=2[CH2:3][C:2]([NH2:1])=[O:44])[C:13]([C:14]([F:17])([F:16])[F:15])=[CH:12][N:11]=1)[CH3:39]. The catalyst class is: 2. (3) Reactant: [Br:1][C:2]1[C:3](=[O:31])[N:4]([CH2:20][C:21]2[CH:30]=[CH:29][C:24]([C:25]([NH:27][CH3:28])=O)=[CH:23][CH:22]=2)[C:5]([CH2:18][OH:19])=[CH:6][C:7]=1[O:8][CH2:9][C:10]1[CH:15]=[CH:14][C:13]([F:16])=[CH:12][C:11]=1[F:17].B.CSC. Product: [Br:1][C:2]1[C:3](=[O:31])[N:4]([CH2:20][C:21]2[CH:22]=[CH:23][C:24]([CH2:25][NH:27][CH3:28])=[CH:29][CH:30]=2)[C:5]([CH2:18][OH:19])=[CH:6][C:7]=1[O:8][CH2:9][C:10]1[CH:15]=[CH:14][C:13]([F:16])=[CH:12][C:11]=1[F:17]. The catalyst class is: 12. (4) Reactant: [CH3:13][C:12]([O:11][C:9](O[C:9]([O:11][C:12]([CH3:15])([CH3:14])[CH3:13])=[O:10])=[O:10])([CH3:15])[CH3:14].[NH2:16][CH2:17][C@H:18]1[CH2:23][CH2:22][C@H:21]([C:24]([OH:26])=[O:25])[CH2:20][CH2:19]1.C([O-])(O)=O.[Na+].O. Product: [C:12]([O:11][C:9]([NH:16][CH2:17][C@H:18]1[CH2:19][CH2:20][C@H:21]([C:24]([OH:26])=[O:25])[CH2:22][CH2:23]1)=[O:10])([CH3:13])([CH3:14])[CH3:15]. The catalyst class is: 28. (5) The catalyst class is: 368. Product: [F:12][C:8]1([C:5]2[CH:6]=[CH:7][C:2]([B:13]3[O:17][C:16]([CH3:19])([CH3:18])[C:15]([CH3:21])([CH3:20])[O:14]3)=[CH:3][CH:4]=2)[CH2:11][O:10][CH2:9]1. Reactant: Br[C:2]1[CH:7]=[CH:6][C:5]([C:8]2([F:12])[CH2:11][O:10][CH2:9]2)=[CH:4][CH:3]=1.[B:13]1([B:13]2[O:17][C:16]([CH3:19])([CH3:18])[C:15]([CH3:21])([CH3:20])[O:14]2)[O:17][C:16]([CH3:19])([CH3:18])[C:15]([CH3:21])([CH3:20])[O:14]1.C([O-])(=O)C.[K+].[NH4+].[Cl-]. (6) Reactant: [Br:1][C:2]1[CH:3]=[C:4]2[C:9](=[CH:10][CH:11]=1)[N:8]=[CH:7][N:6]=[C:5]2Cl.[O-:13][CH2:14][CH3:15].[Na+]. Product: [Br:1][C:2]1[CH:3]=[C:4]2[C:9](=[CH:10][CH:11]=1)[N:8]=[CH:7][N:6]=[C:5]2[O:13][CH2:14][CH3:15]. The catalyst class is: 8. (7) Reactant: [CH2:1]1[C:4]2([CH2:7][N:6]([CH2:8][C:9]3[CH:14]=[CH:13][C:12]([OH:15])=[CH:11][CH:10]=3)[CH2:5]2)[CH2:3][O:2]1.C([O-])([O-])=O.[Cs+].[Cs+].CS(O[CH:27]1[CH2:30][N:29]([C:31]([O:33][C:34]([CH3:37])([CH3:36])[CH3:35])=[O:32])[CH2:28]1)(=O)=O. Product: [CH2:3]1[C:4]2([CH2:7][N:6]([CH2:8][C:9]3[CH:14]=[CH:13][C:12]([O:15][CH:27]4[CH2:28][N:29]([C:31]([O:33][C:34]([CH3:37])([CH3:36])[CH3:35])=[O:32])[CH2:30]4)=[CH:11][CH:10]=3)[CH2:5]2)[CH2:1][O:2]1. The catalyst class is: 3.